This data is from TCR-epitope binding with 47,182 pairs between 192 epitopes and 23,139 TCRs. The task is: Binary Classification. Given a T-cell receptor sequence (or CDR3 region) and an epitope sequence, predict whether binding occurs between them. (1) The epitope is LLLGIGILV. The TCR CDR3 sequence is CASSPGSGNTIYF. Result: 1 (the TCR binds to the epitope). (2) The epitope is TPGPGVRYPL. Result: 0 (the TCR does not bind to the epitope). The TCR CDR3 sequence is CASSLVDSANTEAFF. (3) The epitope is GTSGSPIVNR. The TCR CDR3 sequence is CASSEELAGAGEQFF. Result: 0 (the TCR does not bind to the epitope).